This data is from Forward reaction prediction with 1.9M reactions from USPTO patents (1976-2016). The task is: Predict the product of the given reaction. Given the reactants [CH3:1][O:2][CH2:3][C@H:4]1[CH2:10][NH:9][CH2:8][C:7]2[CH:11]=[CH:12][C:13]([C:15]([O:17][CH3:18])=[O:16])=[CH:14][C:6]=2[O:5]1.C(O)(C(F)(F)F)=O.CN(C(ON1N=NC2C=CC=NC1=2)=[N+](C)C)C.F[P-](F)(F)(F)(F)F.[O:50]1[CH2:55][CH2:54][CH:53]([C:56](O)=[O:57])[CH2:52][CH2:51]1.CCN(C(C)C)C(C)C, predict the reaction product. The product is: [CH3:1][O:2][CH2:3][C@H:4]1[CH2:10][N:9]([C:56]([CH:53]2[CH2:54][CH2:55][O:50][CH2:51][CH2:52]2)=[O:57])[CH2:8][C:7]2[CH:11]=[CH:12][C:13]([C:15]([O:17][CH3:18])=[O:16])=[CH:14][C:6]=2[O:5]1.